From a dataset of Forward reaction prediction with 1.9M reactions from USPTO patents (1976-2016). Predict the product of the given reaction. (1) Given the reactants [C:1]([O:5][C:6]([N:8]1[CH2:13][CH2:12][CH2:11][CH:10]([OH:14])[CH2:9]1)=[O:7])([CH3:4])([CH3:3])[CH3:2].[Cl:15][C:16]1[CH:21]=[CH:20][C:19]([C:22]2[CH:27]=[CH:26][C:25]([CH2:28]Cl)=[CH:24][CH:23]=2)=[CH:18][CH:17]=1, predict the reaction product. The product is: [C:1]([O:5][C:6]([N:8]1[CH2:13][CH2:12][CH2:11][CH:10]([O:14][CH2:28][C:25]2[CH:24]=[CH:23][C:22]([C:19]3[CH:20]=[CH:21][C:16]([Cl:15])=[CH:17][CH:18]=3)=[CH:27][CH:26]=2)[CH2:9]1)=[O:7])([CH3:4])([CH3:2])[CH3:3]. (2) Given the reactants C([O:5][C:6](=[O:37])[CH2:7][N:8]1[C:12]2[CH:13]=[CH:14][C:15]([N:17]([CH2:27][C:28]3[CH:33]=[CH:32][CH:31]=[CH:30][CH:29]=3)[C:18](=[O:26])[C:19]3[CH:24]=[CH:23][CH:22]=[CH:21][C:20]=3[F:25])=[CH:16][C:11]=2[N:10]=[C:9]1[CH2:34][CH2:35][CH3:36])(C)(C)C.C(O)(C(F)(F)F)=O, predict the reaction product. The product is: [CH2:27]([N:17]([C:18](=[O:26])[C:19]1[CH:24]=[CH:23][CH:22]=[CH:21][C:20]=1[F:25])[C:15]1[CH:14]=[CH:13][C:12]2[N:8]([CH2:7][C:6]([OH:37])=[O:5])[C:9]([CH2:34][CH2:35][CH3:36])=[N:10][C:11]=2[CH:16]=1)[C:28]1[CH:33]=[CH:32][CH:31]=[CH:30][CH:29]=1. (3) Given the reactants [CH3:1][C:2]1[O:3][CH:4]=[C:5]([CH3:9])[C:6]=1CO.S([O-])([O-])=O.[Na+].[Na+].[NH2:16][C:17]1[C:25]2[N:24]=[C:23]([CH3:26])[N:22]([CH3:27])[C:21]=2[CH:20]=[C:19]([Br:28])[CH:18]=1.[C:29]([BH3-])#N.[Na+].C(=O)([O-])O.[Na+], predict the reaction product. The product is: [Br:28][C:19]1[CH:18]=[C:17]([N:16]([C:6]2[C:5]([CH3:9])=[CH:4][O:3][C:2]=2[CH3:1])[CH3:29])[C:25]2[N:24]=[C:23]([CH3:26])[N:22]([CH3:27])[C:21]=2[CH:20]=1. (4) Given the reactants [CH2:1]([N:3]([CH2:38][CH3:39])[CH2:4][CH2:5][CH2:6][NH:7][C:8]1[N:9]=[C:10]([C:27]2[CH:28]=[C:29]([CH:33]=[C:34](F)[C:35]=2[CH3:36])[C:30](O)=[O:31])[C:11]2[CH:17]=[CH:16][C:15](=[O:18])[N:14]([C:19]3[C:24]([F:25])=[CH:23][CH:22]=[CH:21][C:20]=3[F:26])[C:12]=2[N:13]=1)[CH3:2].CN(C(ON1N=[N:55][C:50]2C=CC=CC1=2)=[N+](C)C)C.[F:57][P-](F)(F)(F)(F)F.C(N(CC)CC)C.CN, predict the reaction product. The product is: [CH2:1]([N:3]([CH2:38][CH3:39])[CH2:4][CH2:5][CH2:6][NH:7][C:8]1[N:9]=[C:10]([C:27]2[C:28]([F:57])=[C:29]([CH:33]=[CH:34][C:35]=2[CH3:36])[C:30]([NH:55][CH3:50])=[O:31])[C:11]2[CH:17]=[CH:16][C:15](=[O:18])[N:14]([C:19]3[C:20]([F:26])=[CH:21][CH:22]=[CH:23][C:24]=3[F:25])[C:12]=2[N:13]=1)[CH3:2]. (5) Given the reactants [CH2:1]([O:3][C:4]([C:6]1[CH:7]=[CH:8][C:9]([N:12]2[CH2:17][CH2:16][CH:15](C(=O)N)[CH2:14][CH2:13]2)=[N:10][CH:11]=1)=[O:5])[CH3:2].FC(F)(F)C(OC1C(OC(=O)C(F)(F)F)=C(I)C=CC=1)=O.O.C(#[N:45])C, predict the reaction product. The product is: [CH2:1]([O:3][C:4]([C:6]1[CH:7]=[CH:8][C:9]([N:12]2[CH2:17][CH2:16][CH:15]([NH2:45])[CH2:14][CH2:13]2)=[N:10][CH:11]=1)=[O:5])[CH3:2]. (6) Given the reactants [C:1]([O:5][C:6]([N:8]1[CH2:13][CH2:12][CH:11]([C:14](=O)[C:15]2[CH:20]=[C:19]([C:21]([F:24])([F:23])[F:22])[CH:18]=[CH:17][C:16]=2[F:25])[CH2:10][CH2:9]1)=[O:7])([CH3:4])([CH3:3])[CH3:2].Cl.[NH2:28][OH:29], predict the reaction product. The product is: [C:1]([O:5][C:6]([N:8]1[CH2:13][CH2:12][CH:11]([C:14]([C:15]2[CH:20]=[C:19]([C:21]([F:24])([F:23])[F:22])[CH:18]=[CH:17][C:16]=2[F:25])=[N:28][OH:29])[CH2:10][CH2:9]1)=[O:7])([CH3:4])([CH3:3])[CH3:2]. (7) Given the reactants [CH3:1][S:2][C:3]1[CH:18]=[CH:17][C:6]([O:7][C:8]2[CH:13]=[CH:12][C:11]([N+:14]([O-:16])=[O:15])=[CH:10][CH:9]=2)=[CH:5][CH:4]=1.C1C=C(Cl)C=C(C(OO)=[O:27])C=1.[OH-:30].[Na+], predict the reaction product. The product is: [CH3:1][S:2]([C:3]1[CH:18]=[CH:17][C:6]([O:7][C:8]2[CH:13]=[CH:12][C:11]([N+:14]([O-:16])=[O:15])=[CH:10][CH:9]=2)=[CH:5][CH:4]=1)(=[O:27])=[O:30]. (8) Given the reactants [Cl:1][C:2]1[CH:3]=[CH:4][C:5]([O:18][CH2:19][C:20]2[CH:25]=[CH:24][C:23]([Cl:26])=[CH:22][C:21]=2[F:27])=[C:6]([CH2:8][C:9]2[N:14]=[C:13]([C:15]([O-])=[O:16])[CH:12]=[CH:11][CH:10]=2)[CH:7]=1.[Na+].CN1CC[O:33][CH2:32]C1.[CH:36]1[CH:37]=[CH:38][C:39]2N(O)N=[N:42][C:40]=2[CH:41]=1.CCN=C=NCCCN(C)C, predict the reaction product. The product is: [Cl:1][C:2]1[CH:3]=[CH:4][C:5]([O:18][CH2:19][C:20]2[CH:25]=[CH:24][C:23]([Cl:26])=[CH:22][C:21]=2[F:27])=[C:6]([CH2:8][C:9]2[N:14]=[C:13]([C:15]([NH:42][C:40]3[CH:41]=[CH:36][C:37]([CH2:32][OH:33])=[CH:38][CH:39]=3)=[O:16])[CH:12]=[CH:11][CH:10]=2)[CH:7]=1. (9) Given the reactants [CH3:1][C:2]1[C:6]([C:7]2[CH:19]=[C:18]([C:20]([O:22]C)=[O:21])[C:17]3[C:16]4[C:11](=[CH:12][CH:13]=[C:14]([S:24]([CH3:27])(=[O:26])=[O:25])[CH:15]=4)[NH:10][C:9]=3[CH:8]=2)=[C:5]([CH3:28])[O:4][N:3]=1.C([O-])([O-])=O.[Cs+].[Cs+].[CH2:35](Br)[C:36]1[CH:41]=[CH:40][CH:39]=[CH:38][CH:37]=1.[OH-].[Na+], predict the reaction product. The product is: [CH2:35]([N:10]1[C:9]2[CH:8]=[C:7]([C:6]3[C:2]([CH3:1])=[N:3][O:4][C:5]=3[CH3:28])[CH:19]=[C:18]([C:20]([OH:22])=[O:21])[C:17]=2[C:16]2[C:11]1=[CH:12][CH:13]=[C:14]([S:24]([CH3:27])(=[O:26])=[O:25])[CH:15]=2)[C:36]1[CH:41]=[CH:40][CH:39]=[CH:38][CH:37]=1. (10) The product is: [CH2:1]([O:8][C:9]1[C:10](=[O:18])[CH:11]=[CH:12][N:19]([C:20]2[CH:21]=[C:22]([C:26]3[CH:27]=[CH:28][CH:29]=[CH:30][CH:31]=3)[CH:23]=[CH:24][CH:25]=2)[CH:14]=1)[C:2]1[CH:3]=[CH:4][CH:5]=[CH:6][CH:7]=1. Given the reactants [CH2:1]([O:8][C:9]1[C:10](=[O:18])[CH:11]=[C:12](C(O)=O)O[CH:14]=1)[C:2]1[CH:7]=[CH:6][CH:5]=[CH:4][CH:3]=1.[NH2:19][C:20]1[CH:21]=[C:22]([C:26]2[CH:31]=[CH:30][CH:29]=[CH:28][CH:27]=2)[CH:23]=[CH:24][CH:25]=1, predict the reaction product.